From a dataset of NCI-60 drug combinations with 297,098 pairs across 59 cell lines. Regression. Given two drug SMILES strings and cell line genomic features, predict the synergy score measuring deviation from expected non-interaction effect. (1) Drug 1: C1CN1C2=NC(=NC(=N2)N3CC3)N4CC4. Drug 2: C1=CC(=CC=C1CCC2=CNC3=C2C(=O)NC(=N3)N)C(=O)NC(CCC(=O)O)C(=O)O. Cell line: HL-60(TB). Synergy scores: CSS=80.3, Synergy_ZIP=-0.136, Synergy_Bliss=-0.740, Synergy_Loewe=0.895, Synergy_HSA=2.65. (2) Drug 1: CN(C)C1=NC(=NC(=N1)N(C)C)N(C)C. Drug 2: C(=O)(N)NO. Cell line: SF-539. Synergy scores: CSS=-7.77, Synergy_ZIP=0.307, Synergy_Bliss=-6.11, Synergy_Loewe=-10.2, Synergy_HSA=-8.73. (3) Drug 1: CC(CN1CC(=O)NC(=O)C1)N2CC(=O)NC(=O)C2. Drug 2: C1CC(=O)NC(=O)C1N2C(=O)C3=CC=CC=C3C2=O. Cell line: HL-60(TB). Synergy scores: CSS=69.8, Synergy_ZIP=14.4, Synergy_Bliss=12.3, Synergy_Loewe=8.98, Synergy_HSA=12.5. (4) Drug 1: C1CC(C1)(C(=O)O)C(=O)O.[NH2-].[NH2-].[Pt+2]. Drug 2: CC1=C(C=C(C=C1)NC(=O)C2=CC=C(C=C2)CN3CCN(CC3)C)NC4=NC=CC(=N4)C5=CN=CC=C5. Cell line: SK-OV-3. Synergy scores: CSS=0.607, Synergy_ZIP=-0.0118, Synergy_Bliss=0.341, Synergy_Loewe=-3.71, Synergy_HSA=-3.28.